The task is: Predict the reactants needed to synthesize the given product.. This data is from Full USPTO retrosynthesis dataset with 1.9M reactions from patents (1976-2016). (1) Given the product [CH2:26]([N:4]([CH2:1][CH2:2][CH3:3])[CH2:5][CH2:6][CH2:7][CH2:8][CH:9]([NH2:25])[CH2:10][C:11]1[CH:12]=[CH:13][C:14]([CH2:17][NH:18][CH2:19][C:20]2[NH:21][CH:22]=[CH:23][N:24]=2)=[CH:15][CH:16]=1)[CH2:27][CH3:28], predict the reactants needed to synthesize it. The reactants are: [CH2:1]([N:4]([CH2:26][CH2:27][CH3:28])[CH2:5][CH2:6][CH2:7][CH2:8][CH:9]([NH2:25])[CH2:10][C:11]1[CH:16]=[CH:15][C:14]([CH2:17][N:18]=[CH:19][C:20]2[NH:21][CH:22]=[CH:23][N:24]=2)=[CH:13][CH:12]=1)[CH2:2][CH3:3].[BH4-].[Na+]. (2) Given the product [O:28]1[CH2:33][CH2:32][CH:31]([CH2:34][C:35]([NH:27][C@H:24]2[CH2:25][CH2:26][C@H:21]([CH2:20][CH2:19][N:16]3[CH2:17][CH2:18][N:13]([C:8]4[C:7]5[CH:6]=[CH:5][S:4][C:12]=5[CH:11]=[CH:10][N:9]=4)[CH2:14][CH2:15]3)[CH2:22][CH2:23]2)=[O:36])[CH2:30][CH2:29]1, predict the reactants needed to synthesize it. The reactants are: Cl.Cl.Cl.[S:4]1[C:12]2[CH:11]=[CH:10][N:9]=[C:8]([N:13]3[CH2:18][CH2:17][N:16]([CH2:19][CH2:20][C@H:21]4[CH2:26][CH2:25][C@H:24]([NH2:27])[CH2:23][CH2:22]4)[CH2:15][CH2:14]3)[C:7]=2[CH:6]=[CH:5]1.[O:28]1[CH2:33][CH2:32][CH:31]([CH2:34][C:35](O)=[O:36])[CH2:30][CH2:29]1. (3) Given the product [ClH:1].[CH3:24][C:25]1[N:30]=[C:29]([CH2:31][NH:2][CH:3]2[CH2:4][CH2:5][N:6]([CH2:9][CH2:10][N:11]3[C:16](=[O:17])[CH:15]=[N:14][C:13]4[CH:18]=[CH:19][C:20]([O:22][CH3:23])=[N:21][C:12]3=4)[CH2:7][CH2:8]2)[NH:28][C:27]2=[N:33][C:34](=[O:37])[CH2:35][CH2:36][C:26]=12, predict the reactants needed to synthesize it. The reactants are: [ClH:1].[NH2:2][CH:3]1[CH2:8][CH2:7][N:6]([CH2:9][CH2:10][N:11]2[C:16](=[O:17])[CH:15]=[N:14][C:13]3[CH:18]=[CH:19][C:20]([O:22][CH3:23])=[N:21][C:12]2=3)[CH2:5][CH2:4]1.[CH3:24][C:25]1[C:26]2[CH2:36][CH2:35][C:34](=[O:37])[NH:33][C:27]=2[N:28]=[C:29]([CH:31]=O)[N:30]=1.C([O-])(O)=O.[Na+].[O-]S([O-])(=O)=O.[Na+].[Na+].[BH-](OC(C)=O)(OC(C)=O)OC(C)=O.[Na+]. (4) Given the product [C:20]([O:23][C:24]([NH:8][C:6]1[C:7]([C:24]([O:23][C:20]([CH3:22])([CH3:21])[CH3:19])=[O:25])=[C:2]([Cl:1])[N:3]=[CH:4][CH:5]=1)=[O:25])([CH3:22])([CH3:21])[CH3:19], predict the reactants needed to synthesize it. The reactants are: [Cl:1][C:2]1[CH:7]=[C:6]([NH2:8])[CH:5]=[CH:4][N:3]=1.C[Si]([N-][Si](C)(C)C)(C)C.[Na+].[CH3:19][C:20]([O:23][C:24](O[C:24]([O:23][C:20]([CH3:22])([CH3:21])[CH3:19])=[O:25])=[O:25])([CH3:22])[CH3:21]. (5) Given the product [CH:1]1([N:7]([CH:19]2[CH2:20][CH2:21][CH2:22][CH2:23][CH2:24]2)[C:8]([NH:10][C:11]2[S:12][C:13]([S:16][CH2:34][CH2:33][N:35]([CH2:39][CH3:40])[CH2:36][CH3:37])=[CH:14][N:15]=2)=[O:9])[CH2:2][CH2:3][CH2:4][CH2:5][CH2:6]1, predict the reactants needed to synthesize it. The reactants are: [CH:1]1([N:7]([CH:19]2[CH2:24][CH2:23][CH2:22][CH2:21][CH2:20]2)[C:8]([NH:10][C:11]2[S:12][C:13]([S:16]C#N)=[CH:14][N:15]=2)=[O:9])[CH2:6][CH2:5][CH2:4][CH2:3][CH2:2]1.SC[C@@H]([C@@H](CS)O)O.[CH2:33]([N:35]([CH2:39][CH3:40])[CH2:36][CH2:37]S)[CH3:34]. (6) Given the product [O:1]1[C:6]2[CH:7]=[CH:8][CH:9]=[CH:10][C:5]=2[O:4][CH2:3][C@@H:2]1[CH2:11][N:13]1[CH2:18][CH2:17][CH2:16][C@@H:15]([C:19]2[CH:24]=[CH:23][C:22]([F:25])=[CH:21][CH:20]=2)[CH2:14]1, predict the reactants needed to synthesize it. The reactants are: [O:1]1[C:6]2[CH:7]=[CH:8][CH:9]=[CH:10][C:5]=2[O:4][CH2:3][C@@H:2]1[C:11]([N:13]1[CH2:18][CH2:17][CH2:16][C@@H:15]([C:19]2[CH:24]=[CH:23][C:22]([F:25])=[CH:21][CH:20]=2)[CH2:14]1)=O. (7) Given the product [CH:1]([N:14]1[CH2:17][C:16]([CH2:19][CH3:20])([OH:18])[CH2:15]1)([C:8]1[CH:13]=[CH:12][CH:11]=[CH:10][CH:9]=1)[C:2]1[CH:3]=[CH:4][CH:5]=[CH:6][CH:7]=1, predict the reactants needed to synthesize it. The reactants are: [CH:1]([N:14]1[CH2:17][C:16](=[O:18])[CH2:15]1)([C:8]1[CH:13]=[CH:12][CH:11]=[CH:10][CH:9]=1)[C:2]1[CH:7]=[CH:6][CH:5]=[CH:4][CH:3]=1.[CH2:19]([Mg]Br)[CH3:20].C(=O)([O-])O.[Na+]. (8) Given the product [F:22][CH:21]([F:23])[O:14][C:12]1[CH:13]=[C:8]([F:7])[CH:9]=[CH:10][C:11]=1[N+:15]([O-:17])=[O:16], predict the reactants needed to synthesize it. The reactants are: C(=O)([O-])[O-].[K+].[K+].[F:7][C:8]1[CH:9]=[CH:10][C:11]([N+:15]([O-:17])=[O:16])=[C:12]([OH:14])[CH:13]=1.COC(=O)[C:21](Cl)([F:23])[F:22].O.